From a dataset of Forward reaction prediction with 1.9M reactions from USPTO patents (1976-2016). Predict the product of the given reaction. (1) Given the reactants C([O:8][C:9]1[CH:10]=[C:11]2[C:16](=[CH:17][CH:18]=1)[N:15]([CH2:19][CH2:20][CH2:21][O:22][C:23]1[CH:28]=[CH:27][C:26]([O:29][C:30]([F:33])([F:32])[F:31])=[CH:25][CH:24]=1)[CH2:14][CH2:13][CH2:12]2)C1C=CC=CC=1, predict the reaction product. The product is: [F:32][C:30]([F:31])([F:33])[O:29][C:26]1[CH:27]=[CH:28][C:23]([O:22][CH2:21][CH2:20][CH2:19][N:15]2[C:16]3[C:11](=[CH:10][C:9]([OH:8])=[CH:18][CH:17]=3)[CH2:12][CH2:13][CH2:14]2)=[CH:24][CH:25]=1. (2) The product is: [CH3:1][O:2][C:3]1[C:8]([C:9]2[CH:14]=[CH:13][C:12]([O:15][C:16]3[CH:21]=[CH:20][N:19]=[C:18]([C:22]4[CH:23]=[N:24][N:25]([CH3:27])[CH:26]=4)[CH:17]=3)=[C:11]([CH3:28])[N:10]=2)=[CH:7][N:6]=[C:5]([NH:43][CH:44]2[CH2:49][CH2:48][O:47][CH2:46][CH2:45]2)[N:4]=1. Given the reactants [CH3:1][O:2][C:3]1[C:8]([C:9]2[CH:14]=[CH:13][C:12]([O:15][C:16]3[CH:21]=[CH:20][N:19]=[C:18]([C:22]4[CH:23]=[N:24][N:25]([CH3:27])[CH:26]=4)[CH:17]=3)=[C:11]([CH3:28])[N:10]=2)=[CH:7][N:6]=[C:5](SC)[N:4]=1.C1C=C(Cl)C=C(C(OO)=O)C=1.Cl.[NH2:43][CH:44]1[CH2:49][CH2:48][O:47][CH2:46][CH2:45]1, predict the reaction product. (3) The product is: [Cl:30][C:31]1[N:32]=[CH:33][C:34]([CH2:37][N:26]2[C:27]([CH3:29])=[CH:28][C:24](/[C:8](/[F:7])=[CH:9]/[C:10]3[CH:15]=[CH:14][C:13]([S:16][C:17]([CH3:23])([CH3:22])[C:18]([OH:20])=[O:19])=[CH:12][CH:11]=3)=[N:25]2)=[CH:35][CH:36]=1. Given the reactants CC(C)([O-])C.[K+].[F:7]/[C:8](/[C:24]1[CH:28]=[C:27]([CH3:29])[NH:26][N:25]=1)=[CH:9]\[C:10]1[CH:15]=[CH:14][C:13]([S:16][C:17]([CH3:23])([CH3:22])[C:18]([O:20]C)=[O:19])=[CH:12][CH:11]=1.[Cl:30][C:31]1[CH:36]=[CH:35][C:34]([CH2:37]Cl)=[CH:33][N:32]=1.C(OCC)(=O)C, predict the reaction product. (4) Given the reactants [CH3:1][N:2]1[C:6]2=[N:7][CH:8]=[CH:9][C:10]([N:11]3[CH2:16][CH2:15][CH:14]([C:17]([N:19]4[CH2:24][CH2:23][O:22][CH2:21][CH2:20]4)=[O:18])[CH2:13][CH2:12]3)=[C:5]2[C:4]([CH:25]=O)=[CH:3]1.[OH:27][C:28]1[C:33]2[C:34](=[O:37])[CH2:35][O:36][C:32]=2[CH:31]=[CH:30][CH:29]=1, predict the reaction product. The product is: [OH:27][C:28]1[C:33]2[C:34](=[O:37])/[C:35](=[CH:25]/[C:4]3[C:5]4[C:6](=[N:7][CH:8]=[CH:9][C:10]=4[N:11]4[CH2:16][CH2:15][CH:14]([C:17]([N:19]5[CH2:24][CH2:23][O:22][CH2:21][CH2:20]5)=[O:18])[CH2:13][CH2:12]4)[N:2]([CH3:1])[CH:3]=3)/[O:36][C:32]=2[CH:31]=[CH:30][CH:29]=1.